From a dataset of Catalyst prediction with 721,799 reactions and 888 catalyst types from USPTO. Predict which catalyst facilitates the given reaction. Reactant: [Cl:1][C:2]1[CH:7]=[C:6]([Cl:8])[CH:5]=[CH:4][C:3]=1[CH2:9][CH2:10][NH:11][C:12]1[N:17]=[C:16]([O:18][CH3:19])[N:15]=[C:14]([C:20]2[CH:21]=[C:22]([C:26]([CH3:31])([CH3:30])[C:27]([OH:29])=[O:28])[CH:23]=[CH:24][CH:25]=2)[CH:13]=1.C([O-])([O-])=O.[Na+:36].[Na+].CCCCCCC. Product: [Cl:1][C:2]1[CH:7]=[C:6]([Cl:8])[CH:5]=[CH:4][C:3]=1[CH2:9][CH2:10][NH:11][C:12]1[N:17]=[C:16]([O:18][CH3:19])[N:15]=[C:14]([C:20]2[CH:21]=[C:22]([C:26]([CH3:31])([CH3:30])[C:27]([O-:29])=[O:28])[CH:23]=[CH:24][CH:25]=2)[CH:13]=1.[Na+:36]. The catalyst class is: 5.